This data is from Forward reaction prediction with 1.9M reactions from USPTO patents (1976-2016). The task is: Predict the product of the given reaction. (1) Given the reactants [F:1][C:2]1[CH:9]=[C:8]([C:10]([F:13])([F:12])[F:11])[CH:7]=[CH:6][C:3]=1[CH:4]=O.[C:14]([NH:17][NH2:18])([NH2:16])=[NH:15].[ClH:19], predict the reaction product. The product is: [ClH:19].[F:1][C:2]1[CH:9]=[C:8]([C:10]([F:13])([F:12])[F:11])[CH:7]=[CH:6][C:3]=1[CH:4]=[N:18][NH:17][C:14]([NH2:16])=[NH:15]. (2) Given the reactants Br[C:2]1[CH:3]=[CH:4][CH:5]=[C:6]2[C:10]=1[NH:9][C:8]([CH3:11])=[CH:7]2.[Li]CCCC.[C:17](=[O:19])=[O:18].O, predict the reaction product. The product is: [CH3:11][C:8]1[NH:9][C:10]2[C:6]([CH:7]=1)=[CH:5][CH:4]=[CH:3][C:2]=2[C:17]([OH:19])=[O:18]. (3) Given the reactants [Cl:1][C:2]1[CH:7]=[CH:6][C:5]([C:8]2[S:9][CH:10]=[C:11]([CH2:13][S:14][C:15]3[NH:16][C:17]4[CH2:18][CH2:19][CH2:20][C:21](=[O:39])[C:22]=4[CH:23]([C:27]4[CH:32]=[CH:31][C:30]([O:33][CH2:34][C@@H:35]([OH:38])[CH2:36][OH:37])=[CH:29][CH:28]=4)[C:24]=3[C:25]#[N:26])[N:12]=2)=[CH:4][CH:3]=1.ClC1C(=O)C(C#N)=C(C#N)C(=O)C=1Cl, predict the reaction product. The product is: [Cl:1][C:2]1[CH:7]=[CH:6][C:5]([C:8]2[S:9][CH:10]=[C:11]([CH2:13][S:14][C:15]3[C:24]([C:25]#[N:26])=[C:23]([C:27]4[CH:28]=[CH:29][C:30]([O:33][CH2:34][C@@H:35]([OH:38])[CH2:36][OH:37])=[CH:31][CH:32]=4)[C:22]4[C:21](=[O:39])[CH2:20][CH2:19][CH2:18][C:17]=4[N:16]=3)[N:12]=2)=[CH:4][CH:3]=1. (4) Given the reactants [H-].[Na+].[CH2:3]([O:5][C:6]([C:8]1[CH:9]=[N:10][N:11]([C:14]2[CH:19]=[CH:18][C:17]([CH2:20][OH:21])=[CH:16][N:15]=2)[C:12]=1[CH3:13])=[O:7])[CH3:4].[CH2:22](I)[CH3:23].O, predict the reaction product. The product is: [CH2:3]([O:5][C:6]([C:8]1[CH:9]=[N:10][N:11]([C:14]2[CH:19]=[CH:18][C:17]([CH2:20][O:21][CH2:22][CH3:23])=[CH:16][N:15]=2)[C:12]=1[CH3:13])=[O:7])[CH3:4].